Dataset: Kinase inhibitor binding affinity data with 442 proteins and 68 drugs (Kd values). Task: Regression. Given a target protein amino acid sequence and a drug SMILES string, predict the binding affinity score between them. We predict pKd (pKd = -log10(Kd in M); higher means stronger binding). Dataset: davis. (1) The drug is Cc1ccc(Nc2nccc(N(C)c3ccc4c(C)n(C)nc4c3)n2)cc1S(N)(=O)=O. The target protein (CDKL3) has sequence MEMYETLGKVGEGSYGTVMKCKHKNTGQIVAIKIFYERPEQSVNKIAMREIKFLKQFHHENLVNLIEVFRQKKKIHLVFEFIDHTVLDELQHYCHGLESKRLRKYLFQILRAIDYLHSNNIIHRDIKPENILVSQSGITKLCDFGFARTLAAPGDIYTDYVATRWYRAPELVLKDTSYGKPVDIWALGCMIIEMATGNPYLPSSSDLDLLHKIVLKVGNLSPHLQNIFSKSPIFAGVVLPQVQHPKNARKKYPKLNGLLADIVHACLQIDPADRISSSDLLHHEYFTRDGFIEKFMPELKAKLLQEAKVNSLIKPKESSKENELRKDERKTVYTNTLLSSSVLGKEIEKEKKPKEIKVRVIKVKGGRGDISEPKKKEYEGGLGQQDANENVHPMSPDTKLVTIEPPNPINPSTNCNGLKENPHCGGSVTMPPINLTNSNLMAANLSSNLFHPSVRLTERAKKRRTSSQSIGQVMPNSRQEDPGPIQSQMEKGIFNERTGH.... The pKd is 5.0. (2) The compound is Cc1ccc(F)c(NC(=O)Nc2ccc(-c3cccc4[nH]nc(N)c34)cc2)c1. The target protein (ACVR2B) has sequence MTAPWVALALLWGSLCAGSGRGEAETRECIYYNANWELERTNQSGLERCEGEQDKRLHCYASWRNSSGTIELVKKGCWLDDFNCYDRQECVATEENPQVYFCCCEGNFCNERFTHLPEAGGPEVTYEPPPTAPTLLTVLAYSLLPIGGLSLIVLLAFWMYRHRKPPYGHVDIHEDPGPPPPSPLVGLKPLQLLEIKARGRFGCVWKAQLMNDFVAVKIFPLQDKQSWQSEREIFSTPGMKHENLLQFIAAEKRGSNLEVELWLITAFHDKGSLTDYLKGNIITWNELCHVAETMSRGLSYLHEDVPWCRGEGHKPSIAHRDFKSKNVLLKSDLTAVLADFGLAVRFEPGKPPGDTHGQVGTRRYMAPEVLEGAINFQRDAFLRIDMYAMGLVLWELVSRCKAADGPVDEYMLPFEEEIGQHPSLEELQEVVVHKKMRPTIKDHWLKHPGLAQLCVTIEECWDHDAEARLSAGCVEERVSLIRRSVNGTTSDCLVSLVTSV.... The pKd is 5.0. (3) The compound is COc1cc2c(Nc3ccc(Br)cc3F)ncnc2cc1OCC1CCN(C)CC1. The target protein (FAK) has sequence MISADCNLCLPEYDRYLASSKIMAAAYLDPNLNHTPNSSTKTHLGTGMERSPGAMERVLKVFHYFESNSEPTTWASIIRHGDATDVRGIIQKIVDSHKVKHVACYGFRLSHLRSEEVHWLHVDMGVSSVREKYELAHPPEEWKYELRIRYLPKGFLNQFTEDKPTLNFFYQQVKSDYMLEIADQVDQEIALKLGCLEIRRSYWEMRGNALEKKSNYEVLEKDVGLKRFFPKSLLDSVKAKTLRKLIQQTFRQFANLNREESILKFFEILSPVYRFDKECFKCALGSSWIISVELAIGPEEGISYLTDKGCNPTHLADFTQVQTIQYSNSEDKDRKGMLQLKIAGAPEPLTVTAPSLTIAENMADLIDGYCRLVNGTSQSFIIRPQKEGERALPSIPKLANSEKQGMRTHAVSVSETDDYAEIIDEEDTYTMPSTRDYEIQRERIELGRCIGEGQFGDVHQGIYMSPENPALAVAIKTCKNCTSDSVREKFLQEALTMRQF.... The pKd is 5.0. (4) The drug is COC1C(N(C)C(=O)c2ccccc2)CC2OC1(C)n1c3ccccc3c3c4c(c5c6ccccc6n2c5c31)C(=O)NC4. The target protein (HIPK4) has sequence MSTIQSETDCYDIIEVLGKGTFGEVAKGWRRSTGEMVAIKILKNDAYRNRIIKNELKLLHCMRGLDPEEAHVIRFLEFFHDALKFYLVFELLEQNLFEFQKENNFAPLPARHIRTVTLQVLTALARLKELAIIHADLKPENIMLVDQTRCPFRVKVIDFGSASIFSEVRYVKEPYIQSRFYRAPEILLGLPFCEKVDVWSLGCVMAELHLGWPLYPGNNEYDQVRYICETQGLPKPHLLHAACKAHHFFKRNPHPDAANPWQLKSSADYLAETKVRPLERRKYMLKSLDQIETVNGGSVASRLTFPDREALAEHADLKSMVELIKRMLTWESHERISPSAALRHPFVSMQQLRSAHETTHYYQLSLRSYRLSLQVEGKPPTPVVAAEDGTPYYCLAEEKEAAGMGSVAGSSPFFREEKAPGMQRAIDQLDDLSLQEAGHGLWGETCTNAVSDMMVPLKAAITGHHVPDSGPEPILAFYSSRLAGRHKARKPPAGSKSDSN.... The pKd is 6.0. (5) The target protein is PFCDPK1(Pfalciparum). The small molecule is O=C(NOCC1CC1)c1ccc(F)c(F)c1Nc1ccc(I)cc1Cl. The pKd is 5.0. (6) The target protein (FGFR3(G697C)) has sequence TRALPEDAGEYTCLAGNSIGFSHHSAWLVVLPAEEELVEADEAGSVYAGILSYGVGFFLFILVVAAVTLCRLRSPPKKGLGSPTVHKISRFPLKRQVSLESNASMSSNTPLVRIARLSSGEGPTLANVSELELPADPKWELSRARLTLGKPLGEGCFGQVVMAEAIGIDKDRAAKPVTVAVKMLKDDATDKDLSDLVSEMEMMKMIGKHKNIINLLGACTQGGPLYVLVEYAAKGNLREFLRARRPPGLDYSFDTCKPPEEQLTFKDLVSCAYQVARGMEYLASQKCIHRDLAARNVLVTEDNVMKIADFGLARDVHNLDYYKKTTNGRLPVKWMAPEALFDRVYTHQSDVWSFGVLLWEIFTLGGSPYPGIPVEELFKLLKEGHRMDKPANCTHDLYMIMRECWHAAPSQRPTFKQLVEDLDRVLTVTSTDEYLDLSAPFEQYSPGGQDTPSSSSSGDDSVFAHDLLPPAPPSSGGSRT. The small molecule is CC1CCN(C(=O)CC#N)CC1N(C)c1ncnc2[nH]ccc12. The pKd is 5.0.